Dataset: Reaction yield outcomes from USPTO patents with 853,638 reactions. Task: Predict the reaction yield, written as a fraction of the theoretical maximum amount of product (1.0 means a 100% yield; for example, 0.34 means a 34% yield). (1) The reactants are Cl[C:2]1[N:10]=[C:9]([Cl:11])[CH:8]=[CH:7][C:3]=1[C:4]([OH:6])=[O:5].[NH2:12][C@@H:13]([CH2:16][C:17]1[CH:22]=[CH:21][CH:20]=[CH:19][CH:18]=1)[CH2:14][OH:15].C(N(CC)CC)C.O. The catalyst is O1CCOCC1. The product is [Cl:11][C:9]1[CH:8]=[CH:7][C:3]([C:4]([OH:6])=[O:5])=[C:2]([NH:12][C@H:13]([CH2:14][OH:15])[CH2:16][C:17]2[CH:18]=[CH:19][CH:20]=[CH:21][CH:22]=2)[N:10]=1. The yield is 0.590. (2) The reactants are [CH2:1]1[O:3][CH2:2]1.[CH3:4][O:5][C:6]1[CH:11]=[CH:10][CH:9]=[C:8]([CH:12]=[CH2:13])[CH:7]=1.[Br:14]N1C(=O)CCC1=O.[N+:22]([C:25]1[CH:30]=[CH:29][C:28]([S:31]([NH2:34])(=[O:33])=[O:32])=[CH:27][CH:26]=1)([O-:24])=[O:23]. The catalyst is C(Cl)Cl. The product is [Br:14][CH2:13][CH:12]([C:8]1[CH:9]=[CH:10][CH:11]=[C:6]([O:5][CH3:4])[CH:7]=1)[O:3][CH2:1][CH2:2][NH:34][S:31]([C:28]1[CH:27]=[CH:26][C:25]([N+:22]([O-:24])=[O:23])=[CH:30][CH:29]=1)(=[O:32])=[O:33]. The yield is 0.703. (3) The reactants are [C:1]([O:5][C:6](=[O:15])[NH:7][CH:8]1[CH2:13][CH2:12][CH:11]([OH:14])[CH2:10][CH2:9]1)([CH3:4])([CH3:3])[CH3:2].C[N+]1([O-])CCOCC1. The catalyst is C(Cl)Cl.[Ru]([O-])(=O)(=O)=O.C([N+](CCC)(CCC)CCC)CC. The product is [C:1]([O:5][C:6](=[O:15])[NH:7][CH:8]1[CH2:13][CH2:12][C:11](=[O:14])[CH2:10][CH2:9]1)([CH3:4])([CH3:2])[CH3:3]. The yield is 0.960. (4) The reactants are FC(F)(F)C1C=CC(CBr)=CC=1.Cl.Br[CH2:15][C:16]1[CH:21]=[CH:20][CH:19]=[CH:18][N:17]=1.[CH3:22][C:23]1[N:24]=[C:25]([N:33]2[CH2:37][CH2:36][NH:35][C:34]2=[O:38])[S:26][C:27]=1[C:28]([O:30][CH2:31][CH3:32])=[O:29]. No catalyst specified. The product is [CH3:22][C:23]1[N:24]=[C:25]([N:33]2[CH2:37][CH2:36][N:35]([CH2:15][C:16]3[CH:21]=[CH:20][CH:19]=[CH:18][N:17]=3)[C:34]2=[O:38])[S:26][C:27]=1[C:28]([O:30][CH2:31][CH3:32])=[O:29]. The yield is 0.550. (5) The reactants are C(N(C(C)C)CC)(C)C.[CH2:10]([O:12][C:13]([C:15]1[CH:16]=[N:17][N:18]([C:20]2[N:24]([CH2:25][O:26][CH2:27][CH2:28][O:29][CH3:30])[C:23]3[CH:31]=[C:32]([Cl:36])[C:33]([NH2:35])=[CH:34][C:22]=3[N:21]=2)[CH:19]=1)=[O:14])[CH3:11].NC1C(Cl)=CC2NC(N3C=C(C(O)=O)C=N3)=NC=2C=1.[Br:56][CH2:57][C:58](Br)=[O:59]. The catalyst is CCOC(C)=O.O.C1COCC1. The product is [CH2:10]([O:12][C:13]([C:15]1[CH:16]=[N:17][N:18]([C:20]2[N:24]([CH2:25][O:26][CH2:27][CH2:28][O:29][CH3:30])[C:23]3[CH:31]=[C:32]([Cl:36])[C:33]([NH:35][C:58](=[O:59])[CH2:57][Br:56])=[CH:34][C:22]=3[N:21]=2)[CH:19]=1)=[O:14])[CH3:11]. The yield is 0.420. (6) The reactants are [CH3:1][N:2]([CH2:4][C:5]1[CH:10]=[CH:9][C:8]([CH:11]2C(C3C=CC(CN(C)C)=CC=3)C(=O)[C:18]3[C:17]([C:32]([O:34]C)=O)=[CH:16][CH:15]=[CH:14][C:13]=3[NH:12]2)=[CH:7][CH:6]=1)[CH3:3].[CH3:36][N:37]([CH2:39][C:40]1[CH:45]=[CH:44][C:43]([CH:46]2[CH:55](C3C=CC(CN(C)C)=CC=3)C(=O)C3C(C(OCC)=O)=CC=CC=3N2)=[CH:42][CH:41]=1)[CH3:38].O.[NH2:73][NH2:74]. The catalyst is CO. The product is [CH3:1][N:2]([CH2:4][C:5]1[CH:10]=[CH:9][C:8]([CH:11]2[NH:12][C:13]3[C:18]4[C:55](=[N:73][NH:74][C:32](=[O:34])[C:17]=4[CH:16]=[CH:15][CH:14]=3)[CH:46]2[C:43]2[CH:42]=[CH:41][C:40]([CH2:39][N:37]([CH3:36])[CH3:38])=[CH:45][CH:44]=2)=[CH:7][CH:6]=1)[CH3:3]. The yield is 0.220. (7) The reactants are [Cl-].O[NH3+:3].[C:4](=[O:7])([O-])[OH:5].[Na+].CS(C)=O.[CH2:13]([C:15]1[N:16]=[C:17]([CH3:47])[N:18]([C:37]2[CH:38]=[CH:39][C:40]3[O:44][CH:43]([CH3:45])[CH2:42][C:41]=3[CH:46]=2)[C:19](=[O:36])[C:20]=1[CH2:21][C:22]1[CH:27]=[CH:26][C:25]([C:28]2[C:29]([C:34]#[N:35])=[CH:30][CH:31]=[CH:32][CH:33]=2)=[CH:24][CH:23]=1)[CH3:14]. The catalyst is C(OCC)(=O)C. The product is [CH2:13]([C:15]1[N:16]=[C:17]([CH3:47])[N:18]([C:37]2[CH:38]=[CH:39][C:40]3[O:44][CH:43]([CH3:45])[CH2:42][C:41]=3[CH:46]=2)[C:19](=[O:36])[C:20]=1[CH2:21][C:22]1[CH:23]=[CH:24][C:25]([C:28]2[CH:33]=[CH:32][CH:31]=[CH:30][C:29]=2[C:34]2[NH:3][C:4](=[O:7])[O:5][N:35]=2)=[CH:26][CH:27]=1)[CH3:14]. The yield is 0.670.